Dataset: Forward reaction prediction with 1.9M reactions from USPTO patents (1976-2016). Task: Predict the product of the given reaction. (1) The product is: [CH3:1][C:2]1[CH:3]=[C:4]([CH:23]=[CH:24][C:25]=1[N+:26]([O-:28])=[O:27])[CH2:5][N:6]1[CH:10]=[C:9]([C:11]([OH:13])=[O:12])[C:8]([C:16]([F:21])([F:22])[C:17]([F:18])([F:19])[F:20])=[N:7]1. Given the reactants [CH3:1][C:2]1[CH:3]=[C:4]([CH:23]=[CH:24][C:25]=1[N+:26]([O-:28])=[O:27])[CH2:5][N:6]1[CH:10]=[C:9]([C:11]([O:13]CC)=[O:12])[C:8]([C:16]([F:22])([F:21])[C:17]([F:20])([F:19])[F:18])=[N:7]1.[OH-].[Na+], predict the reaction product. (2) Given the reactants Br[C:2]1[CH:3]=[C:4]2[C:9](=[CH:10][CH:11]=1)[N:8]=[CH:7][NH:6][C:5]2=[O:12].[CH3:13][C:14]1[CH:19]=[C:18]([CH3:20])[CH:17]=[C:16]([CH3:21])[C:15]=1B(O)O.C(=O)([O-])[O-].[K+].[K+].C1(P(C2C=CC=CC=2)C2C=CC=CC=2)C=CC=CC=1.C(=O)(O)[O-], predict the reaction product. The product is: [CH3:13][C:14]1[CH:19]=[C:18]([CH3:20])[CH:17]=[C:16]([CH3:21])[C:15]=1[C:2]1[CH:3]=[C:4]2[C:9](=[CH:10][CH:11]=1)[N:8]=[CH:7][NH:6][C:5]2=[O:12]. (3) Given the reactants [CH:1]1([CH2:6][C@H:7]([CH2:23][OH:24])[C:8](N2[C@@H](CC3C=CC=CC=3)COC2=O)=[O:9])[CH2:5][CH2:4][CH2:3][CH2:2]1.[OH:25]O.O.[OH-].[Li+], predict the reaction product. The product is: [CH:1]1([CH2:6][C@H:7]([CH2:23][OH:24])[C:8]([OH:9])=[O:25])[CH2:2][CH2:3][CH2:4][CH2:5]1. (4) Given the reactants FC1C=CC(OC)=C(C2C(C(O)=O)=CC([N+]([O-])=O)=CC=2)C=1.[Cl:22][C:23]1[C:24]([O:42][CH3:43])=[C:25]([C:29]2[C:30]([C:38]([O:40]C)=[O:39])=[CH:31][C:32]([N+:35]([O-:37])=[O:36])=[CH:33][CH:34]=2)[CH:26]=[CH:27][CH:28]=1, predict the reaction product. The product is: [Cl:22][C:23]1[C:24]([O:42][CH3:43])=[C:25]([C:29]2[C:30]([C:38]([OH:40])=[O:39])=[CH:31][C:32]([N+:35]([O-:37])=[O:36])=[CH:33][CH:34]=2)[CH:26]=[CH:27][CH:28]=1. (5) Given the reactants [CH3:1][C:2]1[O:6][N:5]=[C:4]([C:7]2[CH:12]=[CH:11][CH:10]=[CH:9][CH:8]=2)[C:3]=1[CH2:13][O:14][C:15]1[CH:23]=[CH:22][C:18]([C:19]([OH:21])=O)=[CH:17][N:16]=1.[CH:24]([NH2:27])([CH3:26])[CH3:25], predict the reaction product. The product is: [CH:24]([NH:27][C:19](=[O:21])[C:18]1[CH:22]=[CH:23][C:15]([O:14][CH2:13][C:3]2[C:4]([C:7]3[CH:8]=[CH:9][CH:10]=[CH:11][CH:12]=3)=[N:5][O:6][C:2]=2[CH3:1])=[N:16][CH:17]=1)([CH3:26])[CH3:25]. (6) Given the reactants C(OC([NH:8][C:9]1[S:13][C:12]([C:14]2[C:19]([F:20])=[CH:18][CH:17]=[CH:16][C:15]=2[F:21])=[N:11][C:10]=1[C:22]([NH:24][C:25]1[C:26]([N:35]2[CH2:40][C@H:39]([CH3:41])[C@@H:38]([OH:42])[C@H:37]([NH:43]C(=O)OC(C)(C)C)[CH2:36]2)=[C:27]2[CH2:33][CH2:32][CH:31]([OH:34])[C:28]2=[N:29][CH:30]=1)=[O:23])=O)(C)(C)C.C(O)(C(F)(F)F)=O, predict the reaction product. The product is: [NH2:8][C:9]1[S:13][C:12]([C:14]2[C:19]([F:20])=[CH:18][CH:17]=[CH:16][C:15]=2[F:21])=[N:11][C:10]=1[C:22]([NH:24][C:25]1[C:26]([N:35]2[CH2:40][C@H:39]([CH3:41])[C@@H:38]([OH:42])[C@H:37]([NH2:43])[CH2:36]2)=[C:27]2[CH2:33][CH2:32][CH:31]([OH:34])[C:28]2=[N:29][CH:30]=1)=[O:23]. (7) Given the reactants [C:1](Cl)(Cl)=[O:2].[Cl:5][C:6]1[CH:7]=[C:8]([NH:12][NH:13][C:14](=[NH:18])[C:15](=[O:17])[CH3:16])[CH:9]=[CH:10][CH:11]=1.N1C=CC=CC=1, predict the reaction product. The product is: [C:15]([C:14]1[NH:18][C:1](=[O:2])[N:12]([C:8]2[CH:9]=[CH:10][CH:11]=[C:6]([Cl:5])[CH:7]=2)[N:13]=1)(=[O:17])[CH3:16]. (8) Given the reactants [H-].[Na+].[C:3]([O:7][C:8]([N:10]1[CH2:16][CH2:15][CH2:14][N:13]([C:17]2[N:25]([CH2:26][C:27]3[CH:32]=[CH:31][CH:30]=[CH:29][CH:28]=3)[C:24]3[C:23](=[O:33])[NH:22][C:21](=[O:34])[N:20]([CH3:35])[C:19]=3[C:18]=2[C:36]#[N:37])[CH2:12][CH2:11]1)=[O:9])([CH3:6])([CH3:5])[CH3:4].[CH3:38][Si:39]([CH3:46])([CH3:45])[CH2:40][CH2:41][O:42][CH2:43]Cl, predict the reaction product. The product is: [C:3]([O:7][C:8]([N:10]1[CH2:16][CH2:15][CH2:14][N:13]([C:17]2[N:25]([CH2:26][C:27]3[CH:32]=[CH:31][CH:30]=[CH:29][CH:28]=3)[C:24]3[C:23](=[O:33])[N:22]([CH2:43][O:42][CH2:41][CH2:40][Si:39]([CH3:46])([CH3:45])[CH3:38])[C:21](=[O:34])[N:20]([CH3:35])[C:19]=3[C:18]=2[C:36]#[N:37])[CH2:12][CH2:11]1)=[O:9])([CH3:6])([CH3:4])[CH3:5]. (9) Given the reactants [F:1][C:2]([F:33])([F:32])[C:3]1[CH:8]=[C:7]([C:9]2[CH:14]=[CH:13][C:12]([C:15]([F:18])([F:17])[F:16])=[CH:11][CH:10]=2)[N:6]=[C:5]([C:19]2[CH:20]=[C:21]([C:25]3[CH:30]=[CH:29][CH:28]=[C:27]([NH2:31])[CH:26]=3)[CH:22]=[CH:23][CH:24]=2)[N:4]=1.C(N(CC)CC)C.[CH3:41][S:42](Cl)(=[O:44])=[O:43].C([O-])(O)=O.[Na+], predict the reaction product. The product is: [F:33][C:2]([F:1])([F:32])[C:3]1[CH:8]=[C:7]([C:9]2[CH:14]=[CH:13][C:12]([C:15]([F:18])([F:17])[F:16])=[CH:11][CH:10]=2)[N:6]=[C:5]([C:19]2[CH:20]=[C:21]([C:25]3[CH:30]=[CH:29][CH:28]=[C:27]([NH:31][S:42]([CH3:41])(=[O:44])=[O:43])[CH:26]=3)[CH:22]=[CH:23][CH:24]=2)[N:4]=1. (10) Given the reactants [CH3:1][C:2]1([CH3:15])[CH:8]2[CH:9]3[CH2:12][CH2:13][CH:7]2[C:6]([CH3:14])([C:10]3=C)[CH2:5][CH2:4][CH2:3]1.Br[CH2:17]C(O)=O, predict the reaction product. The product is: [CH:2]([C:8]12[CH2:10][C:6]3([CH3:14])[C:7]([CH3:17])([CH2:13][CH2:12][CH2:9]1)[CH:3]2[CH2:4][CH2:5]3)([CH3:1])[CH3:15].